From a dataset of Full USPTO retrosynthesis dataset with 1.9M reactions from patents (1976-2016). Predict the reactants needed to synthesize the given product. The reactants are: [OH-].[Na+].[Br:3][C:4]1[CH:9]=[CH:8][C:7]([N:10]2[C:21]3[C:13](=[C:14]4[N:18]([C:19](=[O:22])[CH:20]=3)[CH2:17][CH2:16][CH2:15]4)[N:12]([S:23]([CH:26]3[CH2:28][CH2:27]3)(=[O:25])=[O:24])C2=O)=[C:6]([F:30])[CH:5]=1. Given the product [Br:3][C:4]1[CH:9]=[CH:8][C:7]([NH:10][C:21]2[C:13]([NH:12][S:23]([CH:26]3[CH2:27][CH2:28]3)(=[O:24])=[O:25])=[C:14]3[N:18]([CH2:17][CH2:16][CH2:15]3)[C:19](=[O:22])[CH:20]=2)=[C:6]([F:30])[CH:5]=1, predict the reactants needed to synthesize it.